This data is from Peptide-MHC class I binding affinity with 185,985 pairs from IEDB/IMGT. The task is: Regression. Given a peptide amino acid sequence and an MHC pseudo amino acid sequence, predict their binding affinity value. This is MHC class I binding data. (1) The peptide sequence is HSNLNDTTY. The MHC is HLA-A68:02 with pseudo-sequence HLA-A68:02. The binding affinity (normalized) is 0.0847. (2) The peptide sequence is RRQGNIYPK. The MHC is HLA-B73:01 with pseudo-sequence HLA-B73:01. The binding affinity (normalized) is 0.0847. (3) The peptide sequence is YIDWMVSVP. The MHC is HLA-A25:01 with pseudo-sequence HLA-A25:01. The binding affinity (normalized) is 0.0847. (4) The peptide sequence is GRQTALFLLK. The MHC is Mamu-B08 with pseudo-sequence Mamu-B08. The binding affinity (normalized) is 0.675. (5) The binding affinity (normalized) is 0.494. The peptide sequence is NLTQLFKYV. The MHC is HLA-A02:03 with pseudo-sequence HLA-A02:03. (6) The peptide sequence is VSDGGPNLY. The MHC is HLA-B46:01 with pseudo-sequence HLA-B46:01. The binding affinity (normalized) is 0.0847. (7) The peptide sequence is KSAQCFKMFY. The MHC is HLA-A03:01 with pseudo-sequence HLA-A03:01. The binding affinity (normalized) is 0.212.